Dataset: Forward reaction prediction with 1.9M reactions from USPTO patents (1976-2016). Task: Predict the product of the given reaction. Given the reactants Cl.N1(C(=O)CC2C=CC(N3C=NN=N3)=CC=2)CCNCC1.[N:22]1([C:28]([O:30]C(C)(C)C)=O)[CH2:27][CH2:26][NH:25][CH2:24][CH2:23]1.[C:35]([C:37]1[C:42]([F:43])=[CH:41][C:40]([CH2:44]C(O)=O)=[C:39]([F:48])[CH:38]=1)#[N:36], predict the reaction product. The product is: [F:43][C:42]1[CH:41]=[C:40]([CH2:44][C:28](=[O:30])[N:22]2[CH2:23][CH2:24][NH:25][CH2:26][CH2:27]2)[C:39]([F:48])=[CH:38][C:37]=1[C:35]#[N:36].